This data is from Full USPTO retrosynthesis dataset with 1.9M reactions from patents (1976-2016). The task is: Predict the reactants needed to synthesize the given product. (1) The reactants are: [NH:1]1[CH:5]=[C:4]([C:6]2[C:7]([C:12]3[CH:17]=[CH:16][CH:15]=[CH:14][CH:13]=3)=[N:8][O:9][C:10]=2[CH3:11])[N:3]=[CH:2]1.[CH2:18]([O:20][C:21]1[CH:26]=[CH:25][C:24](B(O)O)=[CH:23][CH:22]=1)[CH3:19]. Given the product [CH2:18]([O:20][C:21]1[CH:26]=[CH:25][C:24]([N:1]2[CH:5]=[C:4]([C:6]3[C:7]([C:12]4[CH:13]=[CH:14][CH:15]=[CH:16][CH:17]=4)=[N:8][O:9][C:10]=3[CH3:11])[N:3]=[CH:2]2)=[CH:23][CH:22]=1)[CH3:19], predict the reactants needed to synthesize it. (2) Given the product [NH:8]1[CH2:13][CH2:12][CH:11]([NH:14][C:15]([C@H:17]2[CH2:21][CH2:20][CH2:19][O:18]2)=[O:16])[CH2:10][CH2:9]1, predict the reactants needed to synthesize it. The reactants are: C([N:8]1[CH2:13][CH2:12][CH:11]([NH:14][C:15]([C@H:17]2[CH2:21][CH2:20][CH2:19][O:18]2)=[O:16])[CH2:10][CH2:9]1)C1C=CC=CC=1.[H][H].C(O)(=O)C(O)=O.